This data is from Full USPTO retrosynthesis dataset with 1.9M reactions from patents (1976-2016). The task is: Predict the reactants needed to synthesize the given product. (1) The reactants are: [N:1]12[CH2:8][CH2:7][C:4]([C:9]([C:17]3[CH:22]=[CH:21][CH:20]=[CH:19][CH:18]=3)([C:11]3[CH:16]=[CH:15][CH:14]=[CH:13][CH:12]=3)[OH:10])([CH2:5][CH2:6]1)[CH2:3][CH2:2]2.[Br:23]C[CH:25]1[CH2:30][CH2:29][CH2:28][O:27][CH2:26]1.[CH3:31]C#N. Given the product [Br-:23].[OH:10][C:9]([C:17]1[CH:22]=[CH:21][CH:20]=[CH:19][CH:18]=1)([C:11]1[CH:12]=[CH:13][CH:14]=[CH:15][CH:16]=1)[C:4]12[CH2:5][CH2:6][N+:1]([CH2:31][CH:26]3[CH2:25][CH2:30][CH2:29][CH2:28][O:27]3)([CH2:2][CH2:3]1)[CH2:8][CH2:7]2, predict the reactants needed to synthesize it. (2) Given the product [CH3:1][O:2][C:3](=[O:15])[CH2:4][CH2:5][C:6]1[CH:11]=[C:10]([Br:12])[C:9]([O:13][Si:25]([C:21]([CH3:24])([CH3:23])[CH3:22])([CH3:28])[CH3:27])=[CH:8][C:7]=1[CH3:14], predict the reactants needed to synthesize it. The reactants are: [CH3:1][O:2][C:3](=[O:15])[CH2:4][CH2:5][C:6]1[CH:11]=[C:10]([Br:12])[C:9]([OH:13])=[CH:8][C:7]=1[CH3:14].N1C=CN=C1.[C:21]([Si:25]([CH3:28])([CH3:27])Cl)([CH3:24])([CH3:23])[CH3:22].